This data is from Forward reaction prediction with 1.9M reactions from USPTO patents (1976-2016). The task is: Predict the product of the given reaction. (1) Given the reactants [OH:1][CH2:2][C:3]1[CH:4]=[C:5]([N:12]2[CH2:17][CH2:16][N:15]([C:18](=[O:20])[CH3:19])[CH2:14][CH2:13]2)[CH:6]=[CH:7][C:8]=1[N+:9]([O-])=O, predict the reaction product. The product is: [NH2:9][C:8]1[CH:7]=[CH:6][C:5]([N:12]2[CH2:17][CH2:16][N:15]([C:18](=[O:20])[CH3:19])[CH2:14][CH2:13]2)=[CH:4][C:3]=1[CH2:2][OH:1]. (2) The product is: [C:35]([N:38]1[CH2:43][CH2:42][N:41]([CH2:44][CH2:45][C:46]([NH:1][CH2:2][C:3]([N:5]([C:7]2[CH:12]=[CH:11][C:10]([Cl:13])=[C:9]([CH2:14][O:15][C:16]3[C:24]4[N:23]=[C:22]([O:25][CH3:26])[N:21]([CH2:27][C:28]5[CH:33]=[CH:32][CH:31]=[CH:30][N:29]=5)[C:20]=4[CH:19]=[CH:18][CH:17]=3)[C:8]=2[Cl:34])[CH3:6])=[O:4])=[O:47])[CH2:40][CH2:39]1)(=[O:37])[CH3:36]. Given the reactants [NH2:1][CH2:2][C:3]([N:5]([C:7]1[CH:12]=[CH:11][C:10]([Cl:13])=[C:9]([CH2:14][O:15][C:16]2[C:24]3[N:23]=[C:22]([O:25][CH3:26])[N:21]([CH2:27][C:28]4[CH:33]=[CH:32][CH:31]=[CH:30][N:29]=4)[C:20]=3[CH:19]=[CH:18][CH:17]=2)[C:8]=1[Cl:34])[CH3:6])=[O:4].[C:35]([N:38]1[CH2:43][CH2:42][N:41]([CH2:44][CH2:45][C:46](O)=[O:47])[CH2:40][CH2:39]1)(=[O:37])[CH3:36].ClC1C(COC2C3N=C(OC)N(CC4C=CC=CN=4)C=3C=CC=2)=C(Cl)C=CC=1N(C)C(=O)CNC(=O)CCC1C=CC(C(NCCOC)=O)=CC=1, predict the reaction product. (3) Given the reactants FC(F)(F)C(O)=O.[NH2:8][C@H:9]([C:19]1[C:24]([C:25]2[CH:26]=[CH:27][C:28]([F:34])=[C:29]([CH:33]=2)[C:30]([NH2:32])=[O:31])=[CH:23][CH:22]=[CH:21][N:20]=1)[CH2:10][C:11]1[CH:16]=[C:15]([F:17])[CH:14]=[C:13]([F:18])[CH:12]=1.[F:35][CH:36]([F:52])[C:37]1[N:41]([CH2:42][C:43](O)=[O:44])[N:40]=[C:39]([C:46]2[CH:51]=[CH:50][CH:49]=[CH:48][CH:47]=2)[CH:38]=1, predict the reaction product. The product is: [F:52][CH:36]([F:35])[C:37]1[N:41]([CH2:42][C:43]([NH:8][C@H:9]([C:19]2[C:24]([C:25]3[CH:26]=[CH:27][C:28]([F:34])=[C:29]([CH:33]=3)[C:30]([NH2:32])=[O:31])=[CH:23][CH:22]=[CH:21][N:20]=2)[CH2:10][C:11]2[CH:12]=[C:13]([F:18])[CH:14]=[C:15]([F:17])[CH:16]=2)=[O:44])[N:40]=[C:39]([C:46]2[CH:51]=[CH:50][CH:49]=[CH:48][CH:47]=2)[CH:38]=1. (4) Given the reactants [Br:1][C:2]1[CH:7]=[CH:6][C:5]([NH:8][C:9](=[O:29])[CH2:10][NH:11]C(=O)OCC2C3C=CC=CC=3C3C2=CC=CC=3)=[C:4]([C:30]([C:32]2[CH:37]=[CH:36][CH:35]=[CH:34][C:33]=2[F:38])=[O:31])[CH:3]=1.N1CCCCC1, predict the reaction product. The product is: [Br:1][C:2]1[CH:7]=[CH:6][C:5]([NH:8][C:9](=[O:29])[CH2:10][NH2:11])=[C:4]([C:30]([C:32]2[CH:37]=[CH:36][CH:35]=[CH:34][C:33]=2[F:38])=[O:31])[CH:3]=1. (5) The product is: [F:10][C:11]1[CH:12]=[C:13]([C:2]2[N:3]=[CH:4][CH:5]=[CH:6][C:7]=2[C:8]#[N:9])[CH:14]=[CH:15][C:16]=1[F:17]. Given the reactants Cl[C:2]1[C:7]([C:8]#[N:9])=[CH:6][CH:5]=[CH:4][N:3]=1.[F:10][C:11]1[CH:12]=[C:13](B(O)O)[CH:14]=[CH:15][C:16]=1[F:17], predict the reaction product. (6) Given the reactants [CH:1](NC(C)C)(C)C.[Li].[C:9]1([S:15]([N:18]2[C:26]3[C:21](=[CH:22][CH:23]=[CH:24][N:25]=3)[CH:20]=[CH:19]2)(=[O:17])=[O:16])[CH:14]=[CH:13][CH:12]=[CH:11][CH:10]=1.IC, predict the reaction product. The product is: [CH3:1][C:19]1[N:18]([S:15]([C:9]2[CH:10]=[CH:11][CH:12]=[CH:13][CH:14]=2)(=[O:17])=[O:16])[C:26]2[C:21]([CH:20]=1)=[CH:22][CH:23]=[CH:24][N:25]=2. (7) Given the reactants [CH3:1][C@H:2]([C@H:6]1[C@H:8]([CH2:9][C@H:10]2[CH2:15][O:14][C@@H:13]([CH2:16]/[C:17](/[CH3:33])=[CH:18]/[C:19]([O:21][CH2:22][CH2:23][CH2:24][CH2:25][CH2:26][CH2:27][CH2:28][CH2:29][C:30]([O-:32])=[O:31])=[O:20])[C@H:12]([OH:34])[C@@H:11]2[OH:35])[O:7]1)[C@H:3]([CH3:5])[OH:4].[CH3:36][C@H:37]([C@H:41]1[C@H:43]([CH2:44][C@H:45]2[CH2:50][O:49][C@@H:48]([CH2:51]/[C:52](/[CH3:68])=[CH:53]/[C:54]([O:56][CH2:57][CH2:58][CH2:59][CH2:60][CH2:61][CH2:62][CH2:63][CH2:64][C:65]([O-:67])=[O:66])=[O:55])[C@H:47]([OH:69])[C@@H:46]2[OH:70])[O:42]1)[C@H:38]([CH3:40])[OH:39].[Ca+2:71].[OH2:72], predict the reaction product. The product is: [CH3:1][C@H:2]([C@H:6]1[C@H:8]([CH2:9][C@H:10]2[CH2:15][O:14][C@@H:13]([CH2:16]/[C:17](/[CH3:33])=[CH:18]/[C:19]([O:21][CH2:22][CH2:23][CH2:24][CH2:25][CH2:26][CH2:27][CH2:28][CH2:29][C:30]([O-:32])=[O:31])=[O:20])[C@H:12]([OH:34])[C@@H:11]2[OH:35])[O:7]1)[C@H:3]([CH3:5])[OH:4].[CH3:36][C@H:37]([C@H:41]1[C@H:43]([CH2:44][C@H:45]2[CH2:50][O:49][C@@H:48]([CH2:51]/[C:52](/[CH3:68])=[CH:53]/[C:54]([O:56][CH2:57][CH2:58][CH2:59][CH2:60][CH2:61][CH2:62][CH2:63][CH2:64][C:65]([O-:67])=[O:66])=[O:55])[C@H:47]([OH:69])[C@@H:46]2[OH:70])[O:42]1)[C@H:38]([CH3:40])[OH:39].[OH2:72].[OH2:4].[Ca+2:71]. (8) Given the reactants [F:1][C:2]1[CH:9]=[CH:8][C:5]([CH:6]=O)=[C:4]([C:10]([F:13])([F:12])[F:11])[CH:3]=1.C(O)(=O)[CH2:15][C:16]([OH:18])=[O:17].N1CCCCC1.C(=O)=O.Cl, predict the reaction product. The product is: [F:1][C:2]1[CH:9]=[CH:8][C:5]([CH:6]=[CH:15][C:16]([OH:18])=[O:17])=[C:4]([C:10]([F:13])([F:12])[F:11])[CH:3]=1. (9) Given the reactants Cl[C:2]1[N:7]=[C:6]([Cl:8])[N:5]=[C:4]([N:9]2[CH2:15][CH2:14][CH2:13][CH2:12][CH2:11][CH2:10]2)[N:3]=1.[NH2:16][C@@H:17]1[CH2:22][CH2:21][C@H:20]([C:23]([OH:25])=[O:24])[CH2:19][CH2:18]1.[OH-].[Na+], predict the reaction product. The product is: [N:9]1([C:4]2[N:5]=[C:6]([Cl:8])[N:7]=[C:2]([NH:16][C@@H:17]3[CH2:22][CH2:21][C@H:20]([C:23]([OH:25])=[O:24])[CH2:19][CH2:18]3)[N:3]=2)[CH2:15][CH2:14][CH2:13][CH2:12][CH2:11][CH2:10]1. (10) Given the reactants [CH3:1][N:2]([CH2:4][C:5]1[CH:10]=[CH:9][C:8]([CH:11]2[CH:20]([C:21]3[CH:26]=[CH:25][C:24]([CH2:27][CH3:28])=[CH:23][CH:22]=3)[C:19](=O)[C:18]3[C:17]([C:30](OCC)=O)=[CH:16][CH:15]=[CH:14][C:13]=3[NH:12]2)=[CH:7][CH:6]=1)[CH3:3].[OH2:35].[NH2:36][NH2:37], predict the reaction product. The product is: [CH3:1][N:2]([CH2:4][C:5]1[CH:6]=[CH:7][C:8]([CH:11]2[NH:12][C:13]3[C:18]4[C:19](=[N:36][NH:37][C:30](=[O:35])[C:17]=4[CH:16]=[CH:15][CH:14]=3)[CH:20]2[C:21]2[CH:26]=[CH:25][C:24]([CH2:27][CH3:28])=[CH:23][CH:22]=2)=[CH:9][CH:10]=1)[CH3:3].